Dataset: Forward reaction prediction with 1.9M reactions from USPTO patents (1976-2016). Task: Predict the product of the given reaction. (1) Given the reactants C([O:5][C:6](=[O:47])[CH2:7][CH2:8][N:9](C(OC(C)(C)C)=O)[CH2:10][C:11](=[O:39])[N:12]1[C:20]2[C:15](=[CH:16][C:17]([O:21][CH2:22][C:23]3[CH:28]=[CH:27][C:26]([C:29]4[CH:34]=[CH:33][CH:32]=[CH:31][CH:30]=4)=[CH:25][C:24]=3[C:35]([F:38])([F:37])[F:36])=[CH:18][CH:19]=2)[CH2:14][CH2:13]1)(C)(C)C.[ClH:48].O1CCOCC1, predict the reaction product. The product is: [ClH:48].[O:39]=[C:11]([N:12]1[C:20]2[C:15](=[CH:16][C:17]([O:21][CH2:22][C:23]3[CH:28]=[CH:27][C:26]([C:29]4[CH:30]=[CH:31][CH:32]=[CH:33][CH:34]=4)=[CH:25][C:24]=3[C:35]([F:38])([F:36])[F:37])=[CH:18][CH:19]=2)[CH2:14][CH2:13]1)[CH2:10][NH:9][CH2:8][CH2:7][C:6]([OH:47])=[O:5]. (2) Given the reactants [NH2:1][C:2]1[CH:9]=[CH:8][C:5]([C:6]#[N:7])=[C:4]([Cl:10])[CH:3]=1.C(=O)(O)[O-].[Na+].O.[C:17](Cl)(Cl)=[S:18], predict the reaction product. The product is: [Cl:10][C:4]1[CH:3]=[C:2]([N:1]=[C:17]=[S:18])[CH:9]=[CH:8][C:5]=1[C:6]#[N:7]. (3) Given the reactants [I:1][C:2]1[CH:3]=[C:4]([C:8](=O)[CH2:9][N:10]2[CH2:14][CH2:13][CH2:12][CH:11]2[C:15]2[CH:20]=[CH:19][CH:18]=[C:17]([O:21][CH2:22][CH2:23][CH2:24][N:25]3[CH2:30][CH2:29][CH2:28][CH2:27][CH2:26]3)[CH:16]=2)[CH:5]=[CH:6][CH:7]=1.N, predict the reaction product. The product is: [I:1][C:2]1[CH:3]=[C:4]([C@H:8]2[C:20]3[C:15](=[CH:16][C:17]([O:21][CH2:22][CH2:23][CH2:24][N:25]4[CH2:30][CH2:29][CH2:28][CH2:27][CH2:26]4)=[CH:18][CH:19]=3)[C@@H:11]3[CH2:12][CH2:13][CH2:14][N:10]3[CH2:9]2)[CH:5]=[CH:6][CH:7]=1. (4) Given the reactants [S:1]1[CH2:5][CH:4]=[N:3][C:2]1=[O:6].Cl[CH2:8][CH2:9][NH:10][C:11]1[CH:26]=[CH:25][C:14]([CH:15]=[C:16]([C:21]([O:23][CH3:24])=[O:22])[C:17]([O:19][CH3:20])=[O:18])=[CH:13][CH:12]=1, predict the reaction product. The product is: [O:6]=[C:2]1[N:3]([CH2:8][CH2:9][NH:10][C:11]2[CH:26]=[CH:25][C:14]([CH:15]=[C:16]([C:21]([O:23][CH3:24])=[O:22])[C:17]([O:19][CH3:20])=[O:18])=[CH:13][CH:12]=2)[C:4]2[CH:26]=[CH:11][CH:12]=[CH:13][C:5]=2[S:1]1. (5) Given the reactants [F:1][C:2]1[CH:10]=[C:9]([O:11][CH3:12])[CH:8]=[CH:7][C:3]=1[C:4]([OH:6])=[O:5].[Br:13]Br.S([O-])([O-])=O.[Na+].[Na+].O, predict the reaction product. The product is: [Br:13][C:8]1[C:9]([O:11][CH3:12])=[CH:10][C:2]([F:1])=[C:3]([CH:7]=1)[C:4]([OH:6])=[O:5].